This data is from Full USPTO retrosynthesis dataset with 1.9M reactions from patents (1976-2016). The task is: Predict the reactants needed to synthesize the given product. (1) Given the product [CH3:27][C:26]1[CH:25]=[CH:24][CH:23]=[C:22]([CH3:28])[C:21]=1[CH2:20][NH:19][C:18]1[C:13]2[N:12]=[C:11]([CH3:33])[NH:10][C:14]=2[CH:15]=[C:16]([C:29]([NH:31][CH3:32])=[O:30])[CH:17]=1, predict the reactants needed to synthesize it. The reactants are: C(OC[N:10]1[C:14]2[CH:15]=[C:16]([C:29]([NH:31][CH3:32])=[O:30])[CH:17]=[C:18]([NH:19][CH2:20][C:21]3[C:26]([CH3:27])=[CH:25][CH:24]=[CH:23][C:22]=3[CH3:28])[C:13]=2[N:12]=[C:11]1[CH3:33])C1C=CC=CC=1.C([O-])=O.[NH4+]. (2) Given the product [C:1]([O:5][C:6](=[O:26])[NH:7][C@:8]1([C:13]([NH:15][S:16]([C:19]2[CH:24]=[CH:23][CH:22]=[CH:21][C:20]=2[NH:25][CH2:40][CH2:39][CH2:38][CH2:37][CH2:36][CH:35]=[CH2:34])(=[O:18])=[O:17])=[O:14])[CH2:10][C@H:9]1[CH:11]=[CH2:12])([CH3:2])([CH3:3])[CH3:4], predict the reactants needed to synthesize it. The reactants are: [C:1]([O:5][C:6](=[O:26])[NH:7][C@:8]1([C:13]([NH:15][S:16]([C:19]2[CH:24]=[CH:23][CH:22]=[CH:21][C:20]=2[NH2:25])(=[O:18])=[O:17])=[O:14])[CH2:10][C@H:9]1[CH:11]=[CH2:12])([CH3:4])([CH3:3])[CH3:2].C([O-])([O-])=O.[K+].[K+].Br[CH2:34][CH2:35][CH2:36][CH2:37][CH2:38][CH:39]=[CH2:40]. (3) Given the product [ClH:44].[F:1][C:2]1[CH:8]=[CH:7][C:5]([NH:6][C:22]([C@H:18]2[CH2:16][CH2:14][NH:13][CH2:17]2)=[O:26])=[CH:4][C:3]=1[CH3:9], predict the reactants needed to synthesize it. The reactants are: [F:1][C:2]1[CH:8]=[CH:7][C:5]([NH2:6])=[CH:4][C:3]=1[CH3:9].C([N:13]([CH2:17][CH3:18])[CH:14]([CH3:16])C)(C)C.CN([C:22]([O:26]N1N=NC2C=CC=NC1=2)=[N+](C)C)C.F[P-](F)(F)(F)(F)F.C(Cl)[Cl:44].